From a dataset of Forward reaction prediction with 1.9M reactions from USPTO patents (1976-2016). Predict the product of the given reaction. (1) Given the reactants CC(OC(/N=N/C(OC(C)C)=O)=O)C.[O:15]1[C:19]2([CH2:24][CH2:23][CH:22]([OH:25])[CH2:21][CH2:20]2)[O:18][CH2:17][CH2:16]1.[Cl:26][C:27]1[CH:32]=[CH:31][C:30](O)=[CH:29][CH:28]=1.C1(P(C2C=CC=CC=2)C2C=CC=CC=2)C=CC=CC=1, predict the reaction product. The product is: [Cl:26][C:27]1[CH:32]=[CH:31][C:30]([O:25][CH:22]2[CH2:23][CH2:24][C:19]3([O:18][CH2:17][CH2:16][O:15]3)[CH2:20][CH2:21]2)=[CH:29][CH:28]=1. (2) Given the reactants [ClH:1].Cl.CN1CCN(CC(C2(O)CCCCC2)C2C=CC=C(OC3C=CC=CC=3)C=2)CC1.[CH3:32][N:33]1[CH2:38][CH2:37][N:36]([C:39](=O)[CH:40]([C:54]2([OH:60])[CH2:59][CH2:58][CH2:57][CH2:56][CH2:55]2)[C:41]2[CH:46]=[CH:45][C:44]([O:47][C:48]3[CH:53]=[CH:52][CH:51]=[CH:50][CH:49]=3)=[CH:43][CH:42]=2)[CH2:35][CH2:34]1, predict the reaction product. The product is: [ClH:1].[ClH:1].[CH3:32][N:33]1[CH2:38][CH2:37][N:36]([CH2:39][CH:40]([C:54]2([OH:60])[CH2:55][CH2:56][CH2:57][CH2:58][CH2:59]2)[C:41]2[CH:42]=[CH:43][C:44]([O:47][C:48]3[CH:49]=[CH:50][CH:51]=[CH:52][CH:53]=3)=[CH:45][CH:46]=2)[CH2:35][CH2:34]1. (3) Given the reactants [O:1]=[C:2]1[N:6]([C:7]2[CH:12]=[CH:11][CH:10]=[CH:9][CH:8]=2)[CH:5]([C:13](O)=[O:14])[CH2:4][N:3]1[S:16]([C:19]1[CH:24]=[CH:23][CH:22]=[CH:21][C:20]=1[C:25]([F:28])([F:27])[F:26])(=[O:18])=[O:17].FC([CH:33]1[CH2:38][NH:37][CH2:36][CH2:35][N:34]1[C:39]1[CH:44]=[CH:43][CH:42]=[CH:41][N:40]=1)(F)F, predict the reaction product. The product is: [C:7]1([N:6]2[CH:5]([C:13]([N:37]3[CH2:38][CH2:33][N:34]([C:39]4[C:44]([C:25]([F:28])([F:27])[F:26])=[CH:43][CH:42]=[CH:41][N:40]=4)[CH2:35][CH2:36]3)=[O:14])[CH2:4][N:3]([S:16]([C:19]3[CH:24]=[CH:23][CH:22]=[CH:21][C:20]=3[C:25]([F:27])([F:26])[F:28])(=[O:18])=[O:17])[C:2]2=[O:1])[CH:8]=[CH:9][CH:10]=[CH:11][CH:12]=1. (4) Given the reactants [CH:1]1([N:4]2[C:8]3[C:9]([O:19][C@@H:20]([C@H:22]4[CH2:26][NH:25][C:24](=[O:27])[CH2:23]4)[CH3:21])=[N:10][C:11](C4C=CN=CC=4)=[CH:12][C:7]=3[N:6]=[CH:5]2)[CH2:3][CH2:2]1.[F:28][CH:29]([F:48])[O:30][C:31]1[CH:36]=[CH:35][C:34](B2OC(C)(C)C(C)(C)O2)=[CH:33][C:32]=1[O:46][CH3:47], predict the reaction product. The product is: [CH:1]1([N:4]2[C:8]3[C:9]([O:19][C@@H:20]([C@H:22]4[CH2:26][NH:25][C:24](=[O:27])[CH2:23]4)[CH3:21])=[N:10][C:11]([C:34]4[CH:35]=[CH:36][C:31]([O:30][CH:29]([F:28])[F:48])=[C:32]([O:46][CH3:47])[CH:33]=4)=[CH:12][C:7]=3[N:6]=[CH:5]2)[CH2:2][CH2:3]1. (5) Given the reactants C1C=CC(P(C2C(C3C(P(C4C=CC=CC=4)C4C=CC=CC=4)=CC=C4C=3C=CC=C4)=C3C(C=CC=C3)=CC=2)C2C=CC=CC=2)=CC=1.C([O-])([O-])=O.[Cs+].[Cs+].FC(F)(F)S(O[C:59]1[CH:68]=[CH:67][C:66]2[C:61](=[CH:62][CH:63]=[CH:64][CH:65]=2)[C:60]=1[Cl:69])(=O)=O.[NH2:72][CH2:73][CH2:74][NH:75][C:76](=[O:82])[O:77][C:78]([CH3:81])([CH3:80])[CH3:79], predict the reaction product. The product is: [Cl:69][C:60]1[C:61]2[C:66](=[CH:65][CH:64]=[CH:63][CH:62]=2)[CH:67]=[CH:68][C:59]=1[NH:72][CH2:73][CH2:74][NH:75][C:76](=[O:82])[O:77][C:78]([CH3:80])([CH3:79])[CH3:81]. (6) Given the reactants [NH2:1][C@H:2]1[CH2:7][CH2:6][C@H:5]([NH:8][C:9]2[CH:14]=[C:13]([C:15]3[CH:16]=[N:17][C:18]([O:29]C)=[C:19]([NH:21][CH2:22][CH:23]4[CH2:28][CH2:27][O:26][CH2:25][CH2:24]4)[CH:20]=3)[C:12]([Cl:31])=[CH:11][N:10]=2)[CH2:4][CH2:3]1.Cl, predict the reaction product. The product is: [NH2:1][C@H:2]1[CH2:7][CH2:6][C@H:5]([NH:8][C:9]2[CH:14]=[C:13]([C:15]3[CH:16]=[N:17][C:18]([OH:29])=[C:19]([NH:21][CH2:22][CH:23]4[CH2:28][CH2:27][O:26][CH2:25][CH2:24]4)[CH:20]=3)[C:12]([Cl:31])=[CH:11][N:10]=2)[CH2:4][CH2:3]1.